Dataset: Catalyst prediction with 721,799 reactions and 888 catalyst types from USPTO. Task: Predict which catalyst facilitates the given reaction. (1) Product: [CH3:13][C:12]1[CH:11]=[CH:10][C:8]([NH:9][C:16](=[O:15])[C:17]2[CH:18]=[CH:19][C:20]([CH2:23][N:24]3[CH2:25][CH2:26][N:27]([CH3:30])[CH2:28][CH2:29]3)=[CH:21][CH:22]=2)=[CH:7][C:6]=1[Br:5]. The catalyst class is: 11. Reactant: C[Al](C)C.[Br:5][C:6]1[CH:7]=[C:8]([CH:10]=[CH:11][C:12]=1[CH3:13])[NH2:9].C[O:15][C:16](=O)[C:17]1[CH:22]=[CH:21][C:20]([CH2:23][N:24]2[CH2:29][CH2:28][N:27]([CH3:30])[CH2:26][CH2:25]2)=[CH:19][CH:18]=1. (2) Reactant: [F:1][C:2]1[CH:7]=[C:6]([C:8]([OH:11])([CH3:10])[CH3:9])[CH:5]=[CH:4][C:3]=1[C@@H:12]([NH:14]C(=O)OC(C)(C)C)[CH3:13].Cl. Product: [NH2:14][C@H:12]([C:3]1[CH:4]=[CH:5][C:6]([C:8]([OH:11])([CH3:9])[CH3:10])=[CH:7][C:2]=1[F:1])[CH3:13]. The catalyst class is: 12. (3) Reactant: [C:1]([O:4][CH2:5][C@@H:6]1[C@@H:11]([O:12][C:13](=[O:15])[CH3:14])[C@H:10]([O:16][C:17](=[O:19])[CH3:18])[C@H:9]([O:20][C:21](=[O:23])[CH3:22])[C@@H:8](OC(=O)C)[O:7]1)(=[O:3])[CH3:2].[CH2:28]([Si](C)(C)C)[CH:29]=[CH2:30].B(F)(F)F.F[B-](F)(F)C#C[Si](C)(C)C.C([O-])(O)=O.[Na+]. Product: [C:13]([O:12][C@H:11]1[C@H:10]([O:16][C:17](=[O:19])[CH3:18])[C@H:9]([O:20][C:21](=[O:23])[CH3:22])[CH:8]([CH2:30][CH:29]=[CH2:28])[O:7][C@@H:6]1[CH2:5][O:4][C:1](=[O:3])[CH3:2])(=[O:15])[CH3:14]. The catalyst class is: 23. (4) Reactant: [H-].[Al+3].[Li+].[H-].[H-].[H-].[NH:7]1[C:15]2[C:10](=[CH:11][CH:12]=[CH:13][CH:14]=2)[C:9]([CH2:16][CH2:17][C:18](O)=[O:19])=[CH:8]1.O.O.OS(O)(=O)=O. Product: [NH:7]1[C:15]2[C:10](=[CH:11][CH:12]=[CH:13][CH:14]=2)[C:9]([CH2:16][CH2:17][CH2:18][OH:19])=[CH:8]1. The catalyst class is: 27.